Task: Predict which catalyst facilitates the given reaction.. Dataset: Catalyst prediction with 721,799 reactions and 888 catalyst types from USPTO Reactant: [F:1][CH2:2][CH2:3][CH2:4][O:5][C:6]1[CH:13]=[CH:12][C:9]([CH:10]=[O:11])=[C:8]([CH3:14])[CH:7]=1.[H-].[Al+3].[Li+].[H-].[H-].[H-]. Product: [F:1][CH2:2][CH2:3][CH2:4][O:5][C:6]1[CH:13]=[CH:12][C:9]([CH2:10][OH:11])=[C:8]([CH3:14])[CH:7]=1. The catalyst class is: 30.